This data is from Full USPTO retrosynthesis dataset with 1.9M reactions from patents (1976-2016). The task is: Predict the reactants needed to synthesize the given product. (1) Given the product [F:15][C:16]1[CH:21]=[CH:20][C:19]([C:2]2[N:6]3[CH:7]=[CH:8][C:9]([C:11]([F:14])([F:13])[F:12])=[N:10][C:5]3=[N:4][CH:3]=2)=[CH:18][C:17]=1[C:31]1[CH:35]=[CH:34][S:33][C:32]=1[C:36]#[N:37], predict the reactants needed to synthesize it. The reactants are: Br[C:2]1[N:6]2[CH:7]=[CH:8][C:9]([C:11]([F:14])([F:13])[F:12])=[N:10][C:5]2=[N:4][CH:3]=1.[F:15][C:16]1[CH:21]=[CH:20][C:19](B2OC(C)(C)C(C)(C)O2)=[CH:18][C:17]=1[C:31]1[CH:35]=[CH:34][S:33][C:32]=1[C:36]#[N:37]. (2) Given the product [F:1][C:2]1[CH:3]=[C:4]([C:8]2([CH2:28][CH2:29][N:30]3[C@H:31]4[CH2:37][CH2:36][C@@H:35]3[CH2:34][CH:33]([N:38]3[C:42]5[CH:43]=[CH:44][CH:45]=[CH:46][C:41]=5[N:40]=[C:39]3[CH3:47])[CH2:32]4)[CH2:13][CH2:12][N:11]([C:14]([C@@H:16]([NH2:20])[CH:17]([CH3:18])[CH3:19])=[O:15])[CH2:10][CH2:9]2)[CH:5]=[CH:6][CH:7]=1, predict the reactants needed to synthesize it. The reactants are: [F:1][C:2]1[CH:3]=[C:4]([C:8]2([CH2:28][CH2:29][N:30]3[C@H:35]4[CH2:36][CH2:37][C@@H:31]3[CH2:32][CH:33]([N:38]3[C:42]5[CH:43]=[CH:44][CH:45]=[CH:46][C:41]=5[N:40]=[C:39]3[CH3:47])[CH2:34]4)[CH2:13][CH2:12][N:11]([C:14]([C@@H:16]([NH:20]C(=O)OC(C)(C)C)[CH:17]([CH3:19])[CH3:18])=[O:15])[CH2:10][CH2:9]2)[CH:5]=[CH:6][CH:7]=1.Cl. (3) Given the product [CH3:18][O:17][C:14]1[CH:15]=[CH:16][C:11]([N:8]2[C:6]3[N:7]=[C:2]([NH:31][C:29]4[CH:30]=[N:26][NH:27][CH:28]=4)[N:3]=[CH:4][C:5]=3[N:10]=[N:9]2)=[CH:12][CH:13]=1, predict the reactants needed to synthesize it. The reactants are: Cl[C:2]1[N:3]=[CH:4][C:5]2[N:10]=[N:9][N:8]([C:11]3[CH:16]=[CH:15][C:14]([O:17][CH3:18])=[CH:13][CH:12]=3)[C:6]=2[N:7]=1.C(OC([N:26]1[CH:30]=[C:29]([NH2:31])[CH:28]=[N:27]1)=O)(C)(C)C.O. (4) The reactants are: C[Al](C)C.[CH2:5]([NH:7][C:8]1[CH:13]=[CH:12][CH:11]=[CH:10][CH:9]=1)[CH3:6].[CH2:14]([N:21]1[C:34](=[O:35])[C:25]2[N:26]([CH3:33])[C:27]3[CH:28]=[CH:29][CH:30]=[CH:31][C:32]=3[C:24]=2[C:23]([C:36]([O:38]CC)=O)=[N:22]1)[C:15]1[CH:20]=[CH:19][CH:18]=[CH:17][CH:16]=1. Given the product [CH2:14]([N:21]1[C:34](=[O:35])[C:25]2[N:26]([CH3:33])[C:27]3[CH:28]=[CH:29][CH:30]=[CH:31][C:32]=3[C:24]=2[C:23]([C:36]([N:7]([CH2:5][CH3:6])[C:8]2[CH:13]=[CH:12][CH:11]=[CH:10][CH:9]=2)=[O:38])=[N:22]1)[C:15]1[CH:16]=[CH:17][CH:18]=[CH:19][CH:20]=1, predict the reactants needed to synthesize it. (5) The reactants are: [Cl:1][C:2]1[CH:7]=[C:6]([F:8])[CH:5]=[CH:4][C:3]=1[C:9](=O)[C:10](=[C:15]([NH:17]C)[CH3:16])[C:11]([O:13][CH3:14])=[O:12].[CH3:20][NH:21]N. Given the product [Cl:1][C:2]1[CH:7]=[C:6]([F:8])[CH:5]=[CH:4][C:3]=1[C:9]1[N:21]([CH3:20])[N:17]=[C:15]([CH3:16])[C:10]=1[C:11]([O:13][CH3:14])=[O:12], predict the reactants needed to synthesize it. (6) Given the product [CH:15]1([C:12]2[CH:13]=[CH:14][C:9]([NH:8][C:4]3[CH:5]=[CH:6][CH:7]=[C:2]([N:24]4[CH:28]=[CH:27][CH:26]=[CH:25]4)[CH:3]=3)=[C:10]([N+:21]([O-:23])=[O:22])[CH:11]=2)[CH2:20][CH2:19][CH2:18][CH2:17][CH2:16]1, predict the reactants needed to synthesize it. The reactants are: Br[C:2]1[CH:3]=[C:4]([NH:8][C:9]2[CH:14]=[CH:13][C:12]([CH:15]3[CH2:20][CH2:19][CH2:18][CH2:17][CH2:16]3)=[CH:11][C:10]=2[N+:21]([O-:23])=[O:22])[CH:5]=[CH:6][CH:7]=1.[NH:24]1[CH:28]=[CH:27][CH:26]=[CH:25]1. (7) Given the product [CH3:37][C:18]1[C:17]([CH2:16][O:15][C:12]2[CH:13]=[C:14]3[C:9]([CH:8]=[CH:7][N:6]3[CH2:5][C:4]([OH:38])=[O:3])=[CH:10][CH:11]=2)=[C:22]([C:23]([F:24])([F:25])[F:26])[CH:21]=[C:20]([C:27]2[CH:28]=[CH:29][C:30]([C:33]([F:35])([F:34])[F:36])=[CH:31][CH:32]=2)[N:19]=1, predict the reactants needed to synthesize it. The reactants are: C([O:3][C:4](=[O:38])[CH2:5][N:6]1[C:14]2[C:9](=[CH:10][CH:11]=[C:12]([O:15][CH2:16][C:17]3[C:18]([CH3:37])=[N:19][C:20]([C:27]4[CH:32]=[CH:31][C:30]([C:33]([F:36])([F:35])[F:34])=[CH:29][CH:28]=4)=[CH:21][C:22]=3[C:23]([F:26])([F:25])[F:24])[CH:13]=2)[CH:8]=[CH:7]1)C.[Li+].[OH-].